Dataset: Reaction yield outcomes from USPTO patents with 853,638 reactions. Task: Predict the reaction yield, written as a fraction of the theoretical maximum amount of product (1.0 means a 100% yield; for example, 0.34 means a 34% yield). The reactants are O.[NH2:2][NH2:3].[CH:4]1([C:7](=O)[CH2:8][C:9](=O)[CH3:10])[CH2:6][CH2:5]1. The catalyst is C(O)C. The product is [CH:4]1([C:7]2[NH:3][N:2]=[C:9]([CH3:10])[CH:8]=2)[CH2:6][CH2:5]1. The yield is 0.980.